This data is from Full USPTO retrosynthesis dataset with 1.9M reactions from patents (1976-2016). The task is: Predict the reactants needed to synthesize the given product. Given the product [CH3:35][C@H:19]1[C:20](=[O:34])[NH:21][N:22]=[C:23]2[N:18]1[C:17]1[CH:16]=[C:15]3[N:14]([C@@:10]4([CH3:13])[CH2:11][CH2:12][NH:8][CH2:9]4)[CH:30]=[CH:29][C:28]3=[CH:27][C:26]=1[O:25][CH2:24]2, predict the reactants needed to synthesize it. The reactants are: C(OC([N:8]1[CH2:12][CH2:11][C@@:10]([NH:14][C:15]2[CH:16]=[C:17]3[C:26](=[CH:27][C:28]=2/[CH:29]=[CH:30]/OCC)[O:25][CH2:24][C:23]2[N:18]3[C@@H:19]([CH3:35])[C:20](=[O:34])[NH:21][N:22]=2)([CH3:13])[CH2:9]1)=O)(C)(C)C.C(O)(C(F)(F)F)=O.